Dataset: Catalyst prediction with 721,799 reactions and 888 catalyst types from USPTO. Task: Predict which catalyst facilitates the given reaction. (1) Product: [CH:49]1([C:50]([OH:33])=[O:51])[CH2:3][CH2:2][CH2:52][CH2:48]1.[Cl:25][C:6]1[CH:5]=[CH:4][C:3]([CH2:2][NH:1][C:35]([CH:40]2[CH2:36][CH2:37][CH2:38][CH2:39]2)=[O:51])=[CH:8][C:7]=1[C:9]1[NH:13][C:12](=[O:14])[N:11]([C:15]2[CH:16]=[CH:17][C:18]([C:21]([F:24])([F:23])[F:22])=[CH:19][CH:20]=2)[N:10]=1. The catalyst class is: 3. Reactant: [NH2:1][CH2:2][C:3]1[CH:4]=[CH:5][C:6]([Cl:25])=[C:7]([C:9]2[NH:13][C:12](=[O:14])[N:11]([C:15]3[CH:20]=[CH:19][C:18]([C:21]([F:24])([F:23])[F:22])=[CH:17][CH:16]=3)[N:10]=2)[CH:8]=1.CN(C([O:33]N1N=N[C:36]2[CH:37]=[CH:38][CH:39]=[CH:40][C:35]1=2)=[N+](C)C)C.[B-](F)(F)(F)F.[CH2:48]1[CH2:52][O:51][CH2:50][CH2:49]1. (2) Reactant: [C:1]([O:5][C:6](=[O:58])[C:7]([O:10]/[N:11]=[C:12](/[C:44]1[N:45]=[C:46]([NH:50][C:51]([O:53][C:54]([CH3:57])([CH3:56])[CH3:55])=[O:52])[S:47][C:48]=1[Cl:49])\[C:13]([NH:15][C@@H:16]1[C:23](=[O:24])[N:22]2[C@@H:17]1[S@:18](=[O:43])[CH2:19][C:20]([CH2:41]Cl)=[C:21]2[C:25]([O:27][CH:28]([C:35]1[CH:40]=[CH:39][CH:38]=[CH:37][CH:36]=1)[C:29]1[CH:34]=[CH:33][CH:32]=[CH:31][CH:30]=1)=[O:26])=[O:14])([CH3:9])[CH3:8])([CH3:4])([CH3:3])[CH3:2].[I-:59].[Na+]. Product: [C:1]([O:5][C:6](=[O:58])[C:7]([O:10]/[N:11]=[C:12](/[C:44]1[N:45]=[C:46]([NH:50][C:51]([O:53][C:54]([CH3:57])([CH3:56])[CH3:55])=[O:52])[S:47][C:48]=1[Cl:49])\[C:13]([NH:15][C@@H:16]1[C:23](=[O:24])[N:22]2[C@@H:17]1[S@:18](=[O:43])[CH2:19][C:20]([CH2:41][I:59])=[C:21]2[C:25]([O:27][CH:28]([C:35]1[CH:40]=[CH:39][CH:38]=[CH:37][CH:36]=1)[C:29]1[CH:34]=[CH:33][CH:32]=[CH:31][CH:30]=1)=[O:26])=[O:14])([CH3:9])[CH3:8])([CH3:4])([CH3:3])[CH3:2]. The catalyst class is: 21. (3) Reactant: C(OC(=O)[NH:7][C@@H:8](/[CH:16]=[CH:17]/[C:18]#[N:19])[CH2:9][C:10]1[CH:15]=[CH:14][CH:13]=[CH:12][CH:11]=1)(C)(C)C. Product: [NH2:7][C@H:8]([CH2:9][C:10]1[CH:15]=[CH:14][CH:13]=[CH:12][CH:11]=1)/[CH:16]=[CH:17]/[C:18]#[N:19]. The catalyst class is: 209. (4) Reactant: [CH3:1][O:2][C:3](=[O:64])[NH:4][C@H:5]([C:9]([N:11]1[CH2:15][CH2:14][CH2:13][C@H:12]1[C:16]1[NH:20][C:19]2[CH:21]=[CH:22][C:23]([C:25]3[N:30]=[C:29]([O:31]CC4C=CC=CC=4)[C:28]([C:39]4[CH:63]=[CH:62][C:42]5[NH:43][C:44]([C@@H:46]6[CH2:50][CH2:49][CH2:48][N:47]6[C:51](=[O:61])[C@@H:52]([NH:56][C:57]([O:59][CH3:60])=[O:58])[CH:53]([CH3:55])[CH3:54])=[N:45][C:41]=5[CH:40]=4)=[CH:27][N:26]=3)=[CH:24][C:18]=2[N:17]=1)=[O:10])[CH:6]([CH3:8])[CH3:7]. Product: [CH3:1][O:2][C:3](=[O:64])[NH:4][C@H:5]([C:9]([N:11]1[CH2:15][CH2:14][CH2:13][C@H:12]1[C:16]1[NH:20][C:19]2[CH:21]=[CH:22][C:23]([C:25]3[N:30]=[C:29]([OH:31])[C:28]([C:39]4[CH:63]=[CH:62][C:42]5[NH:43][C:44]([C@@H:46]6[CH2:50][CH2:49][CH2:48][N:47]6[C:51](=[O:61])[C@@H:52]([NH:56][C:57]([O:59][CH3:60])=[O:58])[CH:53]([CH3:55])[CH3:54])=[N:45][C:41]=5[CH:40]=4)=[CH:27][N:26]=3)=[CH:24][C:18]=2[N:17]=1)=[O:10])[CH:6]([CH3:7])[CH3:8]. The catalyst class is: 19. (5) Reactant: C(O)(=O)C(O)=O.[O:7]=[C:8]1[CH:13](C(OC)=O)[C:12](=[O:18])[CH2:11][CH2:10][N:9]1[CH:19]1[CH2:24][CH2:23][N:22]([C:25]([O:27][CH2:28][C:29]2[CH:34]=[CH:33][CH:32]=[CH:31][CH:30]=2)=[O:26])[CH2:21][CH2:20]1. Product: [O:7]=[C:8]1[CH2:13][C:12](=[O:18])[CH2:11][CH2:10][N:9]1[CH:19]1[CH2:24][CH2:23][N:22]([C:25]([O:27][CH2:28][C:29]2[CH:34]=[CH:33][CH:32]=[CH:31][CH:30]=2)=[O:26])[CH2:21][CH2:20]1. The catalyst class is: 6.